Dataset: Reaction yield outcomes from USPTO patents with 853,638 reactions. Task: Predict the reaction yield, written as a fraction of the theoretical maximum amount of product (1.0 means a 100% yield; for example, 0.34 means a 34% yield). (1) The reactants are [C:1]([C:4]1[C:5](=[O:11])[NH:6][C:7](=[S:10])[NH:8][CH:9]=1)(=[O:3])[CH3:2].[OH-].[Na+].[CH3:14]I.Cl. No catalyst specified. The product is [C:1]([C:4]1[C:5](=[O:11])[NH:6][C:7]([S:10][CH3:14])=[N:8][CH:9]=1)(=[O:3])[CH3:2]. The yield is 0.690. (2) The reactants are [C:1]([C:4]1[C:5]([NH2:12])=[CH:6][C:7]([O:10][CH3:11])=[N:8][CH:9]=1)(=[O:3])[CH3:2].I[C:14]1[CH:19]=[CH:18][C:17]([N:20]2[CH2:23][CH:22]([O:24][CH2:25][CH2:26][O:27][CH:28]3[CH2:33][CH2:32][CH2:31][CH2:30][O:29]3)[CH2:21]2)=[CH:16][CH:15]=1. No catalyst specified. The product is [C:1]([C:4]1[C:5]([NH:12][C:14]2[CH:19]=[CH:18][C:17]([N:20]3[CH2:23][CH:22]([O:24][CH2:25][CH2:26][O:27][CH:28]4[CH2:33][CH2:32][CH2:31][CH2:30][O:29]4)[CH2:21]3)=[CH:16][CH:15]=2)=[CH:6][C:7]([O:10][CH3:11])=[N:8][CH:9]=1)(=[O:3])[CH3:2]. The yield is 0.130. (3) The reactants are [OH:1][C:2]1[CH:7]=[C:6]([OH:8])[CH:5]=[CH:4][C:3]=1[C@@H:9]1[CH2:14][CH2:13][C@H:12]([CH2:15][C:16]([O:18]C)=[O:17])[CH2:11][CH2:10]1.[OH-].[Na+].Cl. The catalyst is C(OCC)(=O)C.O. The product is [OH:1][C:2]1[CH:7]=[C:6]([OH:8])[CH:5]=[CH:4][C:3]=1[C@@H:9]1[CH2:10][CH2:11][C@H:12]([CH2:15][C:16]([OH:18])=[O:17])[CH2:13][CH2:14]1. The yield is 0.550. (4) The reactants are [Cl:1][C:2]1[N:11]=[CH:10][C:9]2[NH:8][CH2:7][CH:6]3[CH2:12][O:13][CH2:14][CH2:15][N:5]3[C:4]=2[N:3]=1.CC(C)([O-])C.[Na+].Br[CH2:23][C:24]1[CH:33]=[CH:32][C:27]([C:28]([O:30][CH3:31])=[O:29])=[CH:26][CH:25]=1. The catalyst is CS(C)=O.C(OCC)(=O)C. The product is [Cl:1][C:2]1[N:11]=[CH:10][C:9]2[N:8]([CH2:23][C:24]3[CH:33]=[CH:32][C:27]([C:28]([O:30][CH3:31])=[O:29])=[CH:26][CH:25]=3)[CH2:7][CH:6]3[CH2:12][O:13][CH2:14][CH2:15][N:5]3[C:4]=2[N:3]=1. The yield is 0.230. (5) The reactants are [CH3:1][C:2]1[CH:7]=[C:6]([CH3:8])[NH:5][C:4](=[O:9])[C:3]=1[CH2:10][NH:11][C:12]([C:14]1[CH:15]=[C:16]([C:30]2[CH:35]=[CH:34][C:33]([CH2:36][N:37]3[CH2:42][CH2:41][O:40][CH2:39][CH2:38]3)=[CH:32][CH:31]=2)[CH:17]=[C:18]([N:21]([CH2:28][CH3:29])[CH:22]2[CH2:27][CH2:26][NH:25][CH2:24][CH2:23]2)[C:19]=1[CH3:20])=[O:13].[C:43](O)(=[O:45])[CH3:44].CCN=C=NCCCN(C)C.C1C=CC2N(O)N=NC=2C=1.C(N(CC)CC)C. The catalyst is CN(C=O)C.CO.C(Cl)Cl.O. The product is [C:43]([N:25]1[CH2:24][CH2:23][CH:22]([N:21]([CH2:28][CH3:29])[C:18]2[C:19]([CH3:20])=[C:14]([C:12]([NH:11][CH2:10][C:3]3[C:4](=[O:9])[NH:5][C:6]([CH3:8])=[CH:7][C:2]=3[CH3:1])=[O:13])[CH:15]=[C:16]([C:30]3[CH:35]=[CH:34][C:33]([CH2:36][N:37]4[CH2:38][CH2:39][O:40][CH2:41][CH2:42]4)=[CH:32][CH:31]=3)[CH:17]=2)[CH2:27][CH2:26]1)(=[O:45])[CH3:44]. The yield is 0.373. (6) The reactants are [I:1][CH2:2][CH2:3][CH2:4]I.[CH2:6]([O:13][C:14]1[C:15](=[O:20])[NH:16][CH:17]=[CH:18][CH:19]=1)[C:7]1[CH:12]=[CH:11][CH:10]=[CH:9][CH:8]=1.C([O-])([O-])=O.[Na+].[Na+]. The catalyst is O1CCCC1. The product is [CH2:6]([O:13][C:14]1[C:15](=[O:20])[N:16]([CH2:4][CH2:3][CH2:2][I:1])[CH:17]=[CH:18][CH:19]=1)[C:7]1[CH:8]=[CH:9][CH:10]=[CH:11][CH:12]=1. The yield is 0.100. (7) The catalyst is O.ClCCl. The reactants are COC([CH:5]1[C:10](=[O:11])[CH:9]2[N:12]([C:13]([O:15][C:16]([CH3:19])([CH3:18])[CH3:17])=[O:14])[CH:6]1[CH2:7][CH2:8]2)=O.Cl.C(OC(OC(OC(C)(C)C)=O)=O)(C)(C)C. The product is [C:16]([O:15][C:13]([N:12]1[CH:6]2[CH2:7][CH2:8][CH:9]1[C:10](=[O:11])[CH2:5]2)=[O:14])([CH3:19])([CH3:17])[CH3:18]. The yield is 0.610.